Task: Predict the reaction yield, written as a fraction of the theoretical maximum amount of product (1.0 means a 100% yield; for example, 0.34 means a 34% yield).. Dataset: Reaction yield outcomes from USPTO patents with 853,638 reactions The reactants are CS(O)(=O)=O.[Br:6][C:7]1[CH:12]=[CH:11][C:10]([O:13]N)=[C:9]([I:15])[CH:8]=1.O=[C:17]1[CH2:22][CH2:21][N:20]([C:23]([O:25][C:26]([CH3:29])([CH3:28])[CH3:27])=[O:24])[CH2:19][CH2:18]1.CS(O)(=O)=O.C(OC(OC(C)(C)C)=O)(OC(C)(C)C)=O. The catalyst is C(O)(=O)C. The product is [Br:6][C:7]1[CH:8]=[C:9]([I:15])[C:10]2[O:13][C:17]3[CH2:22][CH2:21][N:20]([C:23]([O:25][C:26]([CH3:29])([CH3:28])[CH3:27])=[O:24])[CH2:19][C:18]=3[C:11]=2[CH:12]=1. The yield is 0.0900.